From a dataset of Catalyst prediction with 721,799 reactions and 888 catalyst types from USPTO. Predict which catalyst facilitates the given reaction. (1) Reactant: [CH:1]([C:3]1[N:8]=[CH:7][N:6]=[C:5]([NH:9][C:10](=[O:16])[O:11][C:12]([CH3:15])([CH3:14])[CH3:13])[CH:4]=1)=[O:2].[BH4-].[Na+].O. Product: [OH:2][CH2:1][C:3]1[N:8]=[CH:7][N:6]=[C:5]([NH:9][C:10](=[O:16])[O:11][C:12]([CH3:14])([CH3:13])[CH3:15])[CH:4]=1. The catalyst class is: 5. (2) Reactant: Cl.[OH:2][CH:3]1[O:11][C@@H:10]([CH2:12][OH:13])[C@H:8]([OH:9])[C@@H:6]([OH:7])[C@@H:4]1[NH2:5].C([O-])(O)=O.[Na+].F[C:20]1[C:28]2[C:24](=[N:25][O:26][N:27]=2)[C:23]([N+:29]([O-:31])=[O:30])=[CH:22][CH:21]=1. Product: [CH:21]1[CH:22]=[C:23]([N+:29]([O-:31])=[O:30])[C:24]2[C:28](=[N:27][O:26][N:25]=2)[C:20]=1[NH:5][C@@H:4]([C@H:6]([OH:7])[C@@H:8]([OH:9])[C@@H:10]([OH:11])[CH2:12][OH:13])[CH:3]=[O:2]. The catalyst class is: 72. (3) Reactant: C[O:2][C:3](=O)[C@@H:4]([NH:13][C:14]([C:16]1[S:32][C:19]2=[N:20][C:21]3[CH2:22][CH2:23][CH:24]([C:28]([CH3:31])([CH3:30])[CH3:29])[CH2:25][C:26]=3[CH:27]=[C:18]2[CH:17]=1)=[O:15])[CH2:5][C:6]1[CH:11]=[CH:10][C:9]([OH:12])=[CH:8][CH:7]=1.[Cl-].[Cl-].[Ca+2].[BH4-].[Na+]. Product: [OH:2][CH2:3][C@@H:4]([NH:13][C:14]([C:16]1[S:32][C:19]2=[N:20][C:21]3[CH2:22][CH2:23][CH:24]([C:28]([CH3:30])([CH3:29])[CH3:31])[CH2:25][C:26]=3[CH:27]=[C:18]2[CH:17]=1)=[O:15])[CH2:5][C:6]1[CH:11]=[CH:10][C:9]([OH:12])=[CH:8][CH:7]=1. The catalyst class is: 242. (4) Reactant: [NH2:1][C:2]1[CH:7]=[CH:6][C:5]([S:8]([NH:11][C:12]2[C:21]([F:22])=[CH:20][C:15]([C:16]([O:18][CH3:19])=[O:17])=[C:14]([F:23])[CH:13]=2)(=[O:10])=[O:9])=[CH:4][CH:3]=1.[CH:24]([NH:26][NH:27][CH:28]=O)=O.Cl[Si](C)(C)C.C(N(CC)CC)C. Product: [F:23][C:14]1[CH:13]=[C:12]([NH:11][S:8]([C:5]2[CH:4]=[CH:3][C:2]([N:1]3[CH:28]=[N:27][N:26]=[CH:24]3)=[CH:7][CH:6]=2)(=[O:10])=[O:9])[C:21]([F:22])=[CH:20][C:15]=1[C:16]([O:18][CH3:19])=[O:17]. The catalyst class is: 17. (5) Reactant: [C:1](#N)[C:2]1[C:3](=[CH:5][CH:6]=[CH:7][CH:8]=1)[NH2:4].[CH:10]([Mg]Br)([CH3:12])[CH3:11].C1C[O:18]CC1. Product: [NH2:4][C:3]1[CH:5]=[CH:6][CH:7]=[CH:8][C:2]=1[C:1](=[O:18])[CH:10]([CH3:12])[CH3:11]. The catalyst class is: 6. (6) Reactant: C([Si](C(C)C)(C(C)C)N1[CH:9]=[CH:8][C:7]([C:10]2[CH:11]=[CH:12][C:13]3[N:14]([CH:16]=[C:17]([C:19]([O:21][CH2:22][CH3:23])=[O:20])[N:18]=3)[CH:15]=2)=[CH:6]1)(C)C.[S:30]1C=CC(B(O)O)=C1. Product: [S:30]1[CH:9]=[CH:8][C:7]([C:10]2[CH:11]=[CH:12][C:13]3[N:14]([CH:16]=[C:17]([C:19]([O:21][CH2:22][CH3:23])=[O:20])[N:18]=3)[CH:15]=2)=[CH:6]1. The catalyst class is: 235. (7) The catalyst class is: 10. Product: [CH3:1][S:2]([O:5][C:6]1[CH:11]=[C:10]([C:12]([F:13])([F:14])[F:15])[CH:9]=[CH:8][C:7]=1[CH:16]1[O:28][N:27]=[C:26]([C:25](=[O:30])[CH2:24][Cl:23])[CH2:17]1)(=[O:4])=[O:3]. Reactant: [CH3:1][S:2]([O:5][C:6]1[CH:11]=[C:10]([C:12]([F:15])([F:14])[F:13])[CH:9]=[CH:8][C:7]=1[CH:16]=[CH2:17])(=[O:4])=[O:3].C(=O)([O-])O.[Na+].[Cl:23][CH2:24][C:25](=[O:30])[C:26](Cl)=[N:27][OH:28].